The task is: Predict the product of the given reaction.. This data is from Forward reaction prediction with 1.9M reactions from USPTO patents (1976-2016). The product is: [NH2:7][C@H:8]([CH2:25][CH:26]1[CH2:31][CH2:30][CH2:29][CH2:28][CH2:27]1)[C:9]([N:11]1[CH2:12][CH2:13][N:14]([C:17]2[CH:22]=[CH:21][CH:20]=[CH:19][C:18]=2[O:23][CH3:24])[CH2:15][CH2:16]1)=[O:10]. Given the reactants C(OC(=O)[NH:7][C@H:8]([CH2:25][CH:26]1[CH2:31][CH2:30][CH2:29][CH2:28][CH2:27]1)[C:9]([N:11]1[CH2:16][CH2:15][N:14]([C:17]2[CH:22]=[CH:21][CH:20]=[CH:19][C:18]=2[O:23][CH3:24])[CH2:13][CH2:12]1)=[O:10])(C)(C)C, predict the reaction product.